This data is from Peptide-MHC class II binding affinity with 134,281 pairs from IEDB. The task is: Regression. Given a peptide amino acid sequence and an MHC pseudo amino acid sequence, predict their binding affinity value. This is MHC class II binding data. (1) The peptide sequence is KYMVIQGEPGRVIRG. The MHC is DRB3_0101 with pseudo-sequence DRB3_0101. The binding affinity (normalized) is 0.572. (2) The peptide sequence is FEALGFLNEDHWASR. The MHC is HLA-DQA10102-DQB10501 with pseudo-sequence HLA-DQA10102-DQB10501. The binding affinity (normalized) is 0.464. (3) The peptide sequence is SQDLALSWNLNGLQAY. The binding affinity (normalized) is 0.483. The MHC is DRB1_0802 with pseudo-sequence DRB1_0802. (4) The peptide sequence is GGGFGMLLRKYGIAA. The MHC is HLA-DPA10103-DPB10301 with pseudo-sequence HLA-DPA10103-DPB10301. The binding affinity (normalized) is 0.736.